From a dataset of Reaction yield outcomes from USPTO patents with 853,638 reactions. Predict the reaction yield, written as a fraction of the theoretical maximum amount of product (1.0 means a 100% yield; for example, 0.34 means a 34% yield). (1) The reactants are [C:1]([C:4]1[CH:5]=[N:6][C:7]2[C:12]([C:13]=1[NH:14][C:15]1[CH:16]=[CH:17][C:18]([N:21]3[CH2:25][CH2:24][CH:23]([N:26](C)[C:27](=O)OC(C)(C)C)[CH2:22]3)=[N:19][CH:20]=1)=[CH:11][C:10]([C:35]1[CH:40]=[C:39]([F:41])[C:38]([OH:42])=[C:37]([Cl:43])[CH:36]=1)=[CH:9][CH:8]=2)(=[O:3])[CH3:2].O.[ClH:45]. The catalyst is C1COCC1. The product is [ClH:43].[ClH:45].[ClH:43].[Cl:43][C:37]1[CH:36]=[C:35]([C:10]2[CH:11]=[C:12]3[C:7](=[CH:8][CH:9]=2)[N:6]=[CH:5][C:4]([C:1](=[O:3])[CH3:2])=[C:13]3[NH:14][C:15]2[CH:20]=[N:19][C:18]([N:21]3[CH2:25][CH2:24][CH:23]([NH:26][CH3:27])[CH2:22]3)=[CH:17][CH:16]=2)[CH:40]=[C:39]([F:41])[C:38]=1[OH:42]. The yield is 0.640. (2) The reactants are [CH3:1][N:2]1[C:6](=[O:7])[CH2:5][CH2:4][C@@H:3]1[C:8](OC)=[O:9].[BH4-].[Na+]. The catalyst is CO. The product is [OH:9][CH2:8][C@@H:3]1[N:2]([CH3:1])[C:6](=[O:7])[CH2:5][CH2:4]1. The yield is 0.720.